This data is from Reaction yield outcomes from USPTO patents with 853,638 reactions. The task is: Predict the reaction yield, written as a fraction of the theoretical maximum amount of product (1.0 means a 100% yield; for example, 0.34 means a 34% yield). (1) The reactants are [NH2:1][C:2]1[CH:6]([O:7][CH2:8][CH3:9])[O:5][C:4](=[O:10])[CH:3]=1.[C:11]([O:15][C:16]([N:18]1[CH2:22][CH2:21][CH2:20][CH:19]1[C:23](F)=[O:24])=[O:17])([CH3:14])([CH3:13])[CH3:12].CC(C)([O-])C.[Na+]. The catalyst is O1CCCC1.C(OCC)(=O)C. The product is [C:11]([O:15][C:16]([N:18]1[CH2:22][CH2:21][CH2:20][C@@H:19]1[C:23](=[O:24])[NH:1][C:2]1[CH:6]([O:7][CH2:8][CH3:9])[O:5][C:4](=[O:10])[CH:3]=1)=[O:17])([CH3:14])([CH3:13])[CH3:12]. The yield is 0.630. (2) The reactants are [Br:1][C:2]1[CH:3]=[CH:4][C:5]([O:10][C:11]2[CH:16]=[CH:15][C:14]([Cl:17])=[C:13]([Cl:18])[CH:12]=2)=[C:6]([CH:9]=1)[CH:7]=O.[CH3:19][NH2:20].[BH4-].[Na+]. The catalyst is CO. The product is [Br:1][C:2]1[CH:3]=[CH:4][C:5]([O:10][C:11]2[CH:16]=[CH:15][C:14]([Cl:17])=[C:13]([Cl:18])[CH:12]=2)=[C:6]([CH:9]=1)[CH2:7][NH:20][CH3:19]. The yield is 0.970.